From a dataset of NCI-60 drug combinations with 297,098 pairs across 59 cell lines. Regression. Given two drug SMILES strings and cell line genomic features, predict the synergy score measuring deviation from expected non-interaction effect. (1) Drug 1: CC1=CC2C(CCC3(C2CCC3(C(=O)C)OC(=O)C)C)C4(C1=CC(=O)CC4)C. Drug 2: C1CC(C1)(C(=O)O)C(=O)O.[NH2-].[NH2-].[Pt+2]. Cell line: HOP-62. Synergy scores: CSS=31.2, Synergy_ZIP=-0.745, Synergy_Bliss=1.38, Synergy_Loewe=-13.5, Synergy_HSA=-3.35. (2) Drug 1: C1=CN(C=N1)CC(O)(P(=O)(O)O)P(=O)(O)O. Drug 2: C1CN(CCN1C(=O)CCBr)C(=O)CCBr. Cell line: DU-145. Synergy scores: CSS=37.0, Synergy_ZIP=0.163, Synergy_Bliss=4.56, Synergy_Loewe=0.896, Synergy_HSA=3.15. (3) Drug 1: CC12CCC3C(C1CCC2=O)CC(=C)C4=CC(=O)C=CC34C. Drug 2: CC1C(C(CC(O1)OC2CC(CC3=C2C(=C4C(=C3O)C(=O)C5=C(C4=O)C(=CC=C5)OC)O)(C(=O)CO)O)N)O.Cl. Cell line: HCT-15. Synergy scores: CSS=31.6, Synergy_ZIP=0.205, Synergy_Bliss=0.406, Synergy_Loewe=3.49, Synergy_HSA=3.12. (4) Drug 1: C1=C(C(=O)NC(=O)N1)F. Drug 2: CC1=CC=C(C=C1)C2=CC(=NN2C3=CC=C(C=C3)S(=O)(=O)N)C(F)(F)F. Cell line: CAKI-1. Synergy scores: CSS=21.2, Synergy_ZIP=6.44, Synergy_Bliss=4.28, Synergy_Loewe=0.953, Synergy_HSA=5.88. (5) Drug 2: CC12CCC3C(C1CCC2O)C(CC4=C3C=CC(=C4)O)CCCCCCCCCS(=O)CCCC(C(F)(F)F)(F)F. Drug 1: CCCCCOC(=O)NC1=NC(=O)N(C=C1F)C2C(C(C(O2)C)O)O. Cell line: SNB-75. Synergy scores: CSS=-7.33, Synergy_ZIP=2.78, Synergy_Bliss=-2.16, Synergy_Loewe=-9.05, Synergy_HSA=-8.26. (6) Drug 1: CS(=O)(=O)C1=CC(=C(C=C1)C(=O)NC2=CC(=C(C=C2)Cl)C3=CC=CC=N3)Cl. Drug 2: C1=CC(=CC=C1CCCC(=O)O)N(CCCl)CCCl. Cell line: NCI-H522. Synergy scores: CSS=22.6, Synergy_ZIP=-10.6, Synergy_Bliss=0.128, Synergy_Loewe=0.0714, Synergy_HSA=1.65. (7) Drug 1: C1CCC(CC1)NC(=O)N(CCCl)N=O. Drug 2: COC1=NC(=NC2=C1N=CN2C3C(C(C(O3)CO)O)O)N. Cell line: HT29. Synergy scores: CSS=10.0, Synergy_ZIP=-2.39, Synergy_Bliss=10.3, Synergy_Loewe=5.82, Synergy_HSA=5.82. (8) Drug 1: C1=CC(=CC=C1CC(C(=O)O)N)N(CCCl)CCCl.Cl. Drug 2: CCCCCOC(=O)NC1=NC(=O)N(C=C1F)C2C(C(C(O2)C)O)O. Cell line: SF-295. Synergy scores: CSS=12.1, Synergy_ZIP=-4.85, Synergy_Bliss=-1.52, Synergy_Loewe=-4.64, Synergy_HSA=-1.35. (9) Drug 1: CC1C(C(=O)NC(C(=O)N2CCCC2C(=O)N(CC(=O)N(C(C(=O)O1)C(C)C)C)C)C(C)C)NC(=O)C3=C4C(=C(C=C3)C)OC5=C(C(=O)C(=C(C5=N4)C(=O)NC6C(OC(=O)C(N(C(=O)CN(C(=O)C7CCCN7C(=O)C(NC6=O)C(C)C)C)C)C(C)C)C)N)C. Drug 2: CC12CCC3C(C1CCC2O)C(CC4=C3C=CC(=C4)O)CCCCCCCCCS(=O)CCCC(C(F)(F)F)(F)F. Cell line: OVCAR-8. Synergy scores: CSS=64.6, Synergy_ZIP=15.9, Synergy_Bliss=24.1, Synergy_Loewe=6.48, Synergy_HSA=18.0.